From a dataset of Forward reaction prediction with 1.9M reactions from USPTO patents (1976-2016). Predict the product of the given reaction. (1) Given the reactants CO[C:3](=[O:18])[C:4]1[CH:9]=[C:8]([Cl:10])[CH:7]=[CH:6][C:5]=1[NH:11][C:12](=[O:17])[CH2:13][C:14](=[O:16])[CH3:15].[O-]CC.[Na+], predict the reaction product. The product is: [C:14]([CH:13]1[C:3](=[O:18])[C:4]2[C:5](=[CH:6][CH:7]=[C:8]([Cl:10])[CH:9]=2)[NH:11][C:12]1=[O:17])(=[O:16])[CH3:15]. (2) Given the reactants C([O:8][N:9]1[C:15](=[O:16])[N:14]2[CH2:17][C@H:10]1[CH2:11][CH2:12][C@H:13]2[C:18]([NH:20][O:21][CH:22]1[CH2:27][CH2:26][CH2:25][CH2:24][CH2:23]1)=[O:19])C1C=CC=CC=1.[H][H], predict the reaction product. The product is: [CH:22]1([O:21][NH:20][C:18]([C@@H:13]2[CH2:12][CH2:11][C@@H:10]3[CH2:17][N:14]2[C:15](=[O:16])[N:9]3[OH:8])=[O:19])[CH2:27][CH2:26][CH2:25][CH2:24][CH2:23]1. (3) Given the reactants [CH3:1][C:2]1[N:7]=[CH:6][C:5]([CH:8](O)[CH3:9])=[CH:4][N:3]=1.C1C=CC(OP(OC2C=CC=CC=2)([N:20]=[N+:21]=[N-:22])=O)=CC=1.N12CCCN=C1CCCCC2, predict the reaction product. The product is: [N:20]([CH:8]([C:5]1[CH:4]=[N:3][C:2]([CH3:1])=[N:7][CH:6]=1)[CH3:9])=[N+:21]=[N-:22]. (4) The product is: [C:19]([C:17]1[C:16](=[O:21])[NH:15][C:14]([CH3:22])=[C:13]([C:10]2[CH:11]=[CH:12][C:7]([O:6][CH2:5][C:4]([OH:23])=[O:3])=[CH:8][CH:9]=2)[CH:18]=1)#[N:20]. Given the reactants C([O:3][C:4](=[O:23])[CH2:5][O:6][C:7]1[CH:12]=[CH:11][C:10]([C:13]2[CH:18]=[C:17]([C:19]#[N:20])[C:16](=[O:21])[NH:15][C:14]=2[CH3:22])=[CH:9][CH:8]=1)C.O.[OH-].[Li+], predict the reaction product. (5) Given the reactants Cl[C:2]1[N:7]=[CH:6][C:5]([C:8]([N:10]2[CH2:16][CH2:15][CH2:14][N:13]([CH:17]3[CH2:20][CH2:19][CH2:18]3)[CH2:12][CH2:11]2)=[O:9])=[CH:4][CH:3]=1.C([O-])([O-])=O.[Cs+].[Cs+].[C:27]([C:29]1[CH:30]=[C:31]([OH:35])[CH:32]=[CH:33][CH:34]=1)#[N:28].[OH-].[Na+], predict the reaction product. The product is: [CH:17]1([N:13]2[CH2:14][CH2:15][CH2:16][N:10]([C:8]([C:5]3[CH:4]=[CH:3][C:2]([O:35][C:31]4[CH:30]=[C:29]([CH:34]=[CH:33][CH:32]=4)[C:27]#[N:28])=[N:7][CH:6]=3)=[O:9])[CH2:11][CH2:12]2)[CH2:20][CH2:19][CH2:18]1. (6) The product is: [Cl:1][C:2]1[N:10]=[C:9]([Cl:11])[CH:8]=[C:7]([Cl:12])[C:3]=1[C:4]([NH:19][CH2:20][CH2:21][NH:22][C:23](=[O:29])[O:24][C:25]([CH3:27])([CH3:26])[CH3:28])=[O:6]. Given the reactants [Cl:1][C:2]1[N:10]=[C:9]([Cl:11])[CH:8]=[C:7]([Cl:12])[C:3]=1[C:4]([OH:6])=O.C(Cl)(=O)C(Cl)=O.[NH2:19][CH2:20][CH2:21][NH:22][C:23](=[O:29])[O:24][C:25]([CH3:28])([CH3:27])[CH3:26].C(N(CC)CC)C, predict the reaction product. (7) Given the reactants [H-].[Na+].C[Si](C)(C(C)(C)C)[OH:5].[F:11][C:12]1[CH:17]=[C:16](F)[C:15](=[O:19])[N:14]([CH3:20])[C:13]=1[C:21]#[N:22], predict the reaction product. The product is: [F:11][C:12]1[CH:17]=[C:16]([OH:5])[C:15](=[O:19])[N:14]([CH3:20])[C:13]=1[C:21]#[N:22]. (8) Given the reactants FC(F)(F)C(O)=O.[CH2:8]([NH:12][C:13]1[NH:21][C:20]2[C:16]([N:17]=[C:18]([O:22][CH3:23])[N:19]=2)=[C:15]([NH2:24])[N:14]=1)[CH2:9][CH2:10][CH3:11].C(=O)([O-])[O-].[K+].[K+].Br[CH2:32][CH2:33][CH:34]1[CH2:39][CH2:38][O:37][C:36]([CH3:41])([CH3:40])[CH2:35]1, predict the reaction product. The product is: [CH2:8]([NH:12][C:13]1[N:21]=[C:20]2[C:16]([N:17]=[C:18]([O:22][CH3:23])[N:19]2[CH2:32][CH2:33][CH:34]2[CH2:39][CH2:38][O:37][C:36]([CH3:41])([CH3:40])[CH2:35]2)=[C:15]([NH2:24])[N:14]=1)[CH2:9][CH2:10][CH3:11].